Task: Predict the reactants needed to synthesize the given product.. Dataset: Full USPTO retrosynthesis dataset with 1.9M reactions from patents (1976-2016) (1) Given the product [ClH:1].[Cl:1][C:2]1[CH:7]=[CH:6][C:5]([CH2:8][C@@H:9]([NH:27][C:28]([C@@H:30]2[CH2:39][C:38]3[C:33](=[CH:34][CH:35]=[CH:36][CH:37]=3)[CH2:32][NH:31]2)=[O:29])[C:10]([N:12]2[CH2:17][CH2:16][N:15]([C:18]3[CH:23]=[CH:22][CH:21]=[CH:20][C:19]=3[N+:24]([O-:26])=[O:25])[CH2:14][CH2:13]2)=[O:11])=[CH:4][CH:3]=1, predict the reactants needed to synthesize it. The reactants are: [Cl:1][C:2]1[CH:7]=[CH:6][C:5]([CH2:8][C@@H:9]([NH:27][C:28]([C@@H:30]2[CH2:39][C:38]3[C:33](=[CH:34][CH:35]=[CH:36][CH:37]=3)[CH2:32][N:31]2C(OC(C)(C)C)=O)=[O:29])[C:10]([N:12]2[CH2:17][CH2:16][N:15]([C:18]3[CH:23]=[CH:22][CH:21]=[CH:20][C:19]=3[N+:24]([O-:26])=[O:25])[CH2:14][CH2:13]2)=[O:11])=[CH:4][CH:3]=1.Cl. (2) Given the product [F:1][C:2]1[CH:3]=[CH:4][C:5]([C:8]2[O:9][C:10]3[CH:20]=[CH:19][C:18]([C:21]4[CH:29]=[C:25]([C:26](=[O:28])[NH:42][C:39]5([C:38]6[O:37][CH:36]=[N:35][C:34]=6[CH3:33])[CH2:41][CH2:40]5)[C:24]([O:30][CH3:31])=[CH:23][C:22]=4[CH3:32])=[CH:17][C:11]=3[C:12]=2[C:13]([NH:14][CH3:15])=[O:16])=[CH:6][CH:7]=1, predict the reactants needed to synthesize it. The reactants are: [F:1][C:2]1[CH:7]=[CH:6][C:5]([C:8]2[O:9][C:10]3[CH:20]=[CH:19][C:18]([C:21]4[C:22]([CH3:32])=[CH:23][C:24]([O:30][CH3:31])=[C:25]([CH:29]=4)[C:26]([OH:28])=O)=[CH:17][C:11]=3[C:12]=2[C:13](=[O:16])[NH:14][CH3:15])=[CH:4][CH:3]=1.[CH3:33][C:34]1[N:35]=[CH:36][O:37][C:38]=1[C:39]1([NH2:42])[CH2:41][CH2:40]1.C1C=CC2N(O)N=NC=2C=1.CCN=C=NCCCN(C)C.Cl.C(N(C(C)C)CC)(C)C. (3) The reactants are: [OH:1][C:2]1[CH:3]=[C:4]2[O:24][C:23]([CH3:26])([CH3:25])[CH:22]=[CH:21][C:5]2=[C:6]2[C:15]=1[C:14](=[O:16])[C:13]1[C:8](=[CH:9][CH:10]=[C:11]3[CH:20]=[CH:19][CH:18]=[CH:17][C:12]3=1)[NH:7]2.[H-].[Na+].[CH3:29]OS(OC)(=O)=O. Given the product [CH3:29][O:1][C:2]1[CH:3]=[C:4]2[O:24][C:23]([CH3:26])([CH3:25])[CH:22]=[CH:21][C:5]2=[C:6]2[C:15]=1[C:14](=[O:16])[C:13]1[C:8](=[CH:9][CH:10]=[C:11]3[CH:20]=[CH:19][CH:18]=[CH:17][C:12]3=1)[NH:7]2, predict the reactants needed to synthesize it. (4) Given the product [CH3:1][O:2][C:3]1[CH:8]=[CH:7][C:6]([CH2:9][CH2:10][NH:11][C:44](=[O:45])[C:43]2[CH:47]=[CH:48][CH:49]=[CH:50][C:42]=2[CH2:41][N:22]2[C:23]3[C:28](=[CH:27][CH:26]=[CH:25][CH:24]=3)[C:29]3([CH2:33][O:32][C:31]4[CH:34]=[C:35]5[C:39](=[CH:40][C:30]3=4)[CH2:38][CH2:37][O:36]5)[C:21]2=[O:20])=[CH:5][CH:4]=1, predict the reactants needed to synthesize it. The reactants are: [CH3:1][O:2][C:3]1[CH:8]=[CH:7][C:6]([CH2:9][CH2:10][NH2:11])=[CH:5][CH:4]=1.C1(CN)CCCCC1.[O:20]=[C:21]1[C:29]2([CH2:33][O:32][C:31]3[CH:34]=[C:35]4[C:39](=[CH:40][C:30]2=3)[CH2:38][CH2:37][O:36]4)[C:28]2[C:23](=[CH:24][CH:25]=[CH:26][CH:27]=2)[N:22]1[CH2:41][C:42]1[CH:50]=[CH:49][CH:48]=[CH:47][C:43]=1[C:44](O)=[O:45].O=C1C2(COC3C=C4C(=CC2=3)CCO4)C2C(=CC=CC=2)N1CC1C=C(C=CC=1)C(O)=O. (5) Given the product [F:23][C:2]([F:22])([F:1])[C:3]1[CH:21]=[CH:20][C:6]([CH2:7][N:8]2[C:9]3=[CH:10][CH:11]=[C:12]4[C:17]([N:16]=[CH:15][CH:14]=[CH:13]4)=[C:18]3[NH:19][S:24]2(=[O:26])=[O:25])=[CH:5][CH:4]=1, predict the reactants needed to synthesize it. The reactants are: [F:1][C:2]([F:23])([F:22])[C:3]1[CH:21]=[CH:20][C:6]([CH2:7][NH:8][C:9]2[C:18]([NH2:19])=[C:17]3[C:12]([CH:13]=[CH:14][CH:15]=[N:16]3)=[CH:11][CH:10]=2)=[CH:5][CH:4]=1.[S:24](N)(N)(=[O:26])=[O:25]. (6) Given the product [ClH:20].[CH3:1][O:2][C:3]1[CH:10]=[CH:9][C:8]([C:11]([F:14])([F:13])[F:12])=[CH:7][C:4]=1[CH:5]=[N:19][NH:18][C:15]([NH2:17])=[NH:16], predict the reactants needed to synthesize it. The reactants are: [CH3:1][O:2][C:3]1[CH:10]=[CH:9][C:8]([C:11]([F:14])([F:13])[F:12])=[CH:7][C:4]=1[CH:5]=O.[C:15]([NH:18][NH2:19])([NH2:17])=[NH:16].[ClH:20]. (7) Given the product [CH3:14][N:1]1[C:5]2[CH:6]=[CH:7][CH:8]=[CH:9][C:4]=2[CH2:3][S:2]1(=[O:10])=[O:11], predict the reactants needed to synthesize it. The reactants are: [NH:1]1[C:5]2[CH:6]=[CH:7][CH:8]=[CH:9][C:4]=2[CH2:3][S:2]1(=[O:11])=[O:10].CI.[C:14](=O)([O-])[O-].[K+].[K+]. (8) Given the product [N:14]1[CH:15]=[CH:16][CH:17]=[CH:18][C:13]=1[C:11]1[S:12][C:8]([NH2:7])=[CH:9][N:10]=1, predict the reactants needed to synthesize it. The reactants are: C(OC(=O)[NH:7][C:8]1[S:12][C:11]([C:13]2[CH:18]=[CH:17][CH:16]=[CH:15][N:14]=2)=[N:10][CH:9]=1)(C)(C)C.Cl.